This data is from Forward reaction prediction with 1.9M reactions from USPTO patents (1976-2016). The task is: Predict the product of the given reaction. (1) Given the reactants [F:1][C:2]1[CH:3]=[C:4]2[C:8](=[CH:9][CH:10]=1)[NH:7][CH:6]=[C:5]2[CH3:11].[C:12]([O:16][C:17](O[C:17]([O:16][C:12]([CH3:15])([CH3:14])[CH3:13])=[O:18])=[O:18])([CH3:15])([CH3:14])[CH3:13], predict the reaction product. The product is: [C:12]([O:16][C:17]([N:7]1[C:8]2[C:4](=[CH:3][C:2]([F:1])=[CH:10][CH:9]=2)[C:5]([CH3:11])=[CH:6]1)=[O:18])([CH3:15])([CH3:14])[CH3:13]. (2) Given the reactants Cl.[N:2]1[CH:7]=[CH:6][CH:5]=[C:4]([NH:8]N)[CH:3]=1.BrCC([O:14][CH2:15][CH3:16])=O.N1C=CC=C(N(CC(OCC)=O)N)[CH:18]=1.C(OC(OCC)CCCNC)C.CNC[CH2:46][C:47]1C2=NC=CC=[C:50]2[N:49]([CH2:56]C(OCC)=O)[CH:48]=1.C=O.C(O)(C(F)(F)F)=O.[CH3:71][NH:72][CH:73]1[CH2:78][CH2:77][CH2:76][CH2:75][CH2:74]1.CCN=C=NCCCN(C)C, predict the reaction product. The product is: [CH:4]1([N:8]([CH3:18])[C:15](=[O:14])[CH2:16][N:72]2[C:73]3[C:78](=[CH:77][CH:76]=[CH:75][CH:74]=3)[C:46]3[CH2:47][CH2:48][N:49]([CH3:56])[CH2:50][C:71]2=3)[CH2:3][NH:2][CH2:7][CH2:6][CH2:5]1. (3) Given the reactants O.S(=O)(=O)(O)O.[Cl:7][C:8]1[CH:14]=[CH:13][C:12]([SH:15])=[CH:11][C:9]=1[NH2:10].[C:16]1([C:22](O)([CH3:24])[CH3:23])[CH:21]=[CH:20][CH:19]=[CH:18][CH:17]=1, predict the reaction product. The product is: [Cl:7][C:8]1[CH:14]=[CH:13][C:12]([S:15][C:22]([CH3:24])([C:16]2[CH:21]=[CH:20][CH:19]=[CH:18][CH:17]=2)[CH3:23])=[CH:11][C:9]=1[NH2:10]. (4) Given the reactants [C:1]([CH2:3][C:4]1([N:21]2[CH:25]=[C:24]([C:26]3[C:27]4[CH:34]=[CH:33][N:32](COCC[Si](C)(C)C)[C:28]=4[N:29]=[CH:30][N:31]=3)[CH:23]=[N:22]2)[CH2:7][N:6]([C:8]2[CH:19]=[CH:18][C:11]([C:12]([NH:14][CH:15]([CH3:17])[CH3:16])=[O:13])=[C:10]([F:20])[CH:9]=2)[CH2:5]1)#[N:2].FC(F)(F)C(O)=O, predict the reaction product. The product is: [C:1]([CH2:3][C:4]1([N:21]2[CH:25]=[C:24]([C:26]3[C:27]4[CH:34]=[CH:33][NH:32][C:28]=4[N:29]=[CH:30][N:31]=3)[CH:23]=[N:22]2)[CH2:7][N:6]([C:8]2[CH:19]=[CH:18][C:11]([C:12]([NH:14][CH:15]([CH3:17])[CH3:16])=[O:13])=[C:10]([F:20])[CH:9]=2)[CH2:5]1)#[N:2].